This data is from Catalyst prediction with 721,799 reactions and 888 catalyst types from USPTO. The task is: Predict which catalyst facilitates the given reaction. (1) Reactant: [C:1]1([C@@H:7]([NH2:9])[CH3:8])[CH:6]=[CH:5][CH:4]=[CH:3][CH:2]=1.[CH3:10][O:11][C:12](=[O:17])[CH2:13][C:14](=O)[CH3:15].[CH3:18][O:19][C:20](=[O:23])[C:21]#[CH:22]. Product: [CH3:18][O:19][C:20](=[O:23])[CH:21]=[CH:22][C:13](=[C:14]([NH:9][C@H:7]([C:1]1[CH:6]=[CH:5][CH:4]=[CH:3][CH:2]=1)[CH3:8])[CH3:15])[C:12]([O:11][CH3:10])=[O:17]. The catalyst class is: 5. (2) Reactant: [OH:1][C:2]1[CH:7]=[CH:6][C:5]([C:8]2[CH:13]=[CH:12][CH:11]=[C:10]([C:14]#[N:15])[CH:9]=2)=[CH:4][C:3]=1[C:16]1[CH:21]=[CH:20][N:19]=[N:18][CH:17]=1.C(=O)([O-])[O-].[K+].[K+].[Cl:28][C:29]1[C:30](F)=[CH:31][C:32]([F:55])=[C:33]([S:35]([N:38]([CH2:44][C:45]2[CH:50]=[CH:49][C:48]([O:51][CH3:52])=[CH:47][C:46]=2[O:53][CH3:54])[C:39]2[S:40][CH:41]=[N:42][N:43]=2)(=[O:37])=[O:36])[CH:34]=1.O. Product: [Cl:28][C:29]1[C:30]([O:1][C:2]2[CH:7]=[CH:6][C:5]([C:8]3[CH:13]=[CH:12][CH:11]=[C:10]([C:14]#[N:15])[CH:9]=3)=[CH:4][C:3]=2[C:16]2[CH:21]=[CH:20][N:19]=[N:18][CH:17]=2)=[CH:31][C:32]([F:55])=[C:33]([S:35]([N:38]([CH2:44][C:45]2[CH:50]=[CH:49][C:48]([O:51][CH3:52])=[CH:47][C:46]=2[O:53][CH3:54])[C:39]2[S:40][CH:41]=[N:42][N:43]=2)(=[O:36])=[O:37])[CH:34]=1. The catalyst class is: 148. (3) Reactant: [C:1]([O:5][C:6](=[O:17])[NH:7][C:8]1[C:13]([CH2:14]O)=[CH:12][CH:11]=[C:10]([Cl:16])[N:9]=1)([CH3:4])([CH3:3])[CH3:2].C1C=CC(P(C2C=CC=CC=2)C2C=CC=CC=2)=CC=1.C(Br)(Br)(Br)[Br:38]. Product: [C:1]([O:5][C:6](=[O:17])[NH:7][C:8]1[C:13]([CH2:14][Br:38])=[CH:12][CH:11]=[C:10]([Cl:16])[N:9]=1)([CH3:4])([CH3:3])[CH3:2]. The catalyst class is: 1. (4) Reactant: CC[C@H]1[C@H]2C[C@H]([C@H](OC3C4C(=CC=CC=4)C(O[C@H]([C:47]4[CH:56]=[CH:55][N:54]=[C:53]5[C:48]=4[CH:49]=[C:50]([O:57]C)C=C5)[C@@H]4N5C[C@H](CC)[C@@H](CC5)C4)=NN=3)[C:47]3[CH:56]=[CH:55][N:54]=[C:53]4[C:48]=3[CH:49]=[C:50]([O:57]C)C=C4)N(CC2)C1.CS([NH-])(=O)=[O:61].[C:64]1([S:70]([N:73]2C3=NC=C(C=C)C=C3[CH:75]=[CH:74]2)(=[O:72])=[O:71])[CH:69]=[CH:68][CH:67]=[CH:66][CH:65]=1.S([O-])([O-])=O.[Na+].[Na+]. Product: [C:64]1([S:70]([N:73]2[C:55]3=[N:54][CH:53]=[C:48]([CH:49]([OH:61])[CH2:50][OH:57])[CH:47]=[C:56]3[CH:75]=[CH:74]2)(=[O:72])=[O:71])[CH:69]=[CH:68][CH:67]=[CH:66][CH:65]=1. The catalyst class is: 371. (5) Reactant: Br[C:2]1[C:3](=[O:22])[CH2:4][CH2:5][C:6]2([CH2:18][CH2:19][CH2:20][CH3:21])[C:14]=1[C:13]1[C:8](=[C:9]([Cl:17])[C:10]([O:15][CH3:16])=[CH:11][CH:12]=1)[CH2:7]2.C([Sn](CCCC)(CCCC)[C:28]([O:30][CH2:31][CH3:32])=[CH2:29])CCC. Product: [CH2:18]([C:6]12[CH2:5][CH2:4][C:3](=[O:22])[C:2]([C:28]([O:30][CH2:31][CH3:32])=[CH2:29])=[C:14]1[C:13]1[C:8](=[C:9]([Cl:17])[C:10]([O:15][CH3:16])=[CH:11][CH:12]=1)[CH2:7]2)[CH2:19][CH2:20][CH3:21]. The catalyst class is: 747.